Dataset: NCI-60 drug combinations with 297,098 pairs across 59 cell lines. Task: Regression. Given two drug SMILES strings and cell line genomic features, predict the synergy score measuring deviation from expected non-interaction effect. (1) Drug 1: C1=NC2=C(N=C(N=C2N1C3C(C(C(O3)CO)O)O)F)N. Drug 2: CC1CCC2CC(C(=CC=CC=CC(CC(C(=O)C(C(C(=CC(C(=O)CC(OC(=O)C3CCCCN3C(=O)C(=O)C1(O2)O)C(C)CC4CCC(C(C4)OC)OCCO)C)C)O)OC)C)C)C)OC. Cell line: SW-620. Synergy scores: CSS=3.35, Synergy_ZIP=-0.737, Synergy_Bliss=1.62, Synergy_Loewe=-1.70, Synergy_HSA=-0.634. (2) Synergy scores: CSS=8.73, Synergy_ZIP=0.692, Synergy_Bliss=2.46, Synergy_Loewe=6.82, Synergy_HSA=4.23. Drug 2: C1=NNC2=C1C(=O)NC=N2. Drug 1: C1CC(=O)NC(=O)C1N2CC3=C(C2=O)C=CC=C3N. Cell line: SNB-19. (3) Drug 1: C1CCN(CC1)CCOC2=CC=C(C=C2)C(=O)C3=C(SC4=C3C=CC(=C4)O)C5=CC=C(C=C5)O. Drug 2: C1CN(P(=O)(OC1)NCCCl)CCCl. Cell line: PC-3. Synergy scores: CSS=4.15, Synergy_ZIP=-1.28, Synergy_Bliss=-3.34, Synergy_Loewe=-2.63, Synergy_HSA=-2.80. (4) Cell line: IGROV1. Drug 1: C1=CC(=C2C(=C1NCCNCCO)C(=O)C3=C(C=CC(=C3C2=O)O)O)NCCNCCO. Drug 2: C1CNP(=O)(OC1)N(CCCl)CCCl. Synergy scores: CSS=45.4, Synergy_ZIP=6.59, Synergy_Bliss=7.30, Synergy_Loewe=-54.9, Synergy_HSA=5.47.